This data is from Catalyst prediction with 721,799 reactions and 888 catalyst types from USPTO. The task is: Predict which catalyst facilitates the given reaction. (1) Reactant: [CH3:1][S:2]([C:4]1[CH:5]=[C:6]([CH2:10][C:11]([OH:13])=[O:12])[CH:7]=[CH:8][CH:9]=1)=[O:3].[C:14](N1C=CN=C1)(N1C=CN=C1)=O.CO. Product: [CH3:1][S:2]([C:4]1[CH:5]=[C:6]([CH2:10][C:11]([O:13][CH3:14])=[O:12])[CH:7]=[CH:8][CH:9]=1)=[O:3]. The catalyst class is: 1. (2) Reactant: [Br:1][C:2]1[CH:9]=[CH:8][C:5]([CH2:6][OH:7])=[CH:4][C:3]=1[F:10].CC1(C)N([O])C(C)(C)CCC1.[F-].C([N+](CCCC)(CCCC)CCCC)CCC.ClN1C(=O)CCC1=O. Product: [Br:1][C:2]1[CH:9]=[CH:8][C:5]([CH:6]=[O:7])=[CH:4][C:3]=1[F:10]. The catalyst class is: 2. (3) The catalyst class is: 6. Product: [F:9][C:10]([F:17])([F:16])[C:11]([NH:1][C@H:2]([CH2:5][CH:6]([CH3:8])[CH3:7])[CH2:3][OH:4])=[O:12]. Reactant: [NH2:1][C@H:2]([CH2:5][CH:6]([CH3:8])[CH3:7])[CH2:3][OH:4].[F:9][C:10]([F:17])([F:16])[C:11](OCC)=[O:12]. (4) Reactant: P(Cl)(Cl)(Cl)(Cl)Cl.O=P(Cl)(Cl)[Cl:9].O[C:13]1[CH:18]=[C:17]([CH3:19])[NH:16][C:15](=[O:20])[C:14]=1[C:21]#[N:22].[NH4+].[OH-]. Product: [Cl:9][C:13]1[CH:18]=[C:17]([CH3:19])[NH:16][C:15](=[O:20])[C:14]=1[C:21]#[N:22]. The catalyst class is: 22. (5) Reactant: [CH3:1][O:2][C:3](=[O:76])[NH:4][CH:5]([C:9]([N:11]1[CH2:15][CH2:14][CH2:13][CH:12]1[C:16]1[N:17](COCC[Si](C)(C)C)[C:18]([C:21]2[CH:26]=[CH:25][C:24]([N:27]3[CH2:32][CH2:31][N:30]([C:33]4[CH:38]=[CH:37][C:36]([C:39]5[N:40](COCC[Si](C)(C)C)[C:41]([CH:44]6[CH2:48][CH2:47][CH2:46][N:45]6[C:49](=[O:59])[CH:50]([NH:54][C:55]([O:57][CH3:58])=[O:56])[CH:51]([CH3:53])[CH3:52])=[N:42][CH:43]=5)=[CH:35][CH:34]=4)[CH2:29][CH2:28]3)=[CH:23][CH:22]=2)=[CH:19][N:20]=1)=[O:10])[CH:6]([CH3:8])[CH3:7]. Product: [CH3:1][O:2][C:3](=[O:76])[NH:4][CH:5]([C:9]([N:11]1[CH2:15][CH2:14][CH2:13][CH:12]1[C:16]1[NH:17][C:18]([C:21]2[CH:26]=[CH:25][C:24]([N:27]3[CH2:32][CH2:31][N:30]([C:33]4[CH:38]=[CH:37][C:36]([C:39]5[NH:40][C:41]([CH:44]6[CH2:48][CH2:47][CH2:46][N:45]6[C:49](=[O:59])[CH:50]([NH:54][C:55]([O:57][CH3:58])=[O:56])[CH:51]([CH3:53])[CH3:52])=[N:42][CH:43]=5)=[CH:35][CH:34]=4)[CH2:29][CH2:28]3)=[CH:23][CH:22]=2)=[CH:19][N:20]=1)=[O:10])[CH:6]([CH3:8])[CH3:7]. The catalyst class is: 55. (6) Reactant: C([O:3][C:4]([CH:6]1[CH2:10][CH2:9][N:8]([C:11]2[CH:16]=[CH:15][C:14]([O:17][CH2:18][C:19]3[CH:24]=[CH:23][CH:22]=[C:21]([F:25])[CH:20]=3)=[CH:13][CH:12]=2)[C:7]1=[O:26])=O)C.[CH3:27][NH2:28].O. Product: [CH3:27][NH:28][C:4]([CH:6]1[CH2:10][CH2:9][N:8]([C:11]2[CH:16]=[CH:15][C:14]([O:17][CH2:18][C:19]3[CH:24]=[CH:23][CH:22]=[C:21]([F:25])[CH:20]=3)=[CH:13][CH:12]=2)[C:7]1=[O:26])=[O:3]. The catalyst class is: 737. (7) Reactant: [Br:1][C:2]1[CH:3]=[N:4][CH:5]=[C:6]([C:12]=1[CH3:13])[C:7]([O:9]CC)=O.[Li+].CC([N-]C(C)C)C.[C:22]([O:26][CH3:27])(=[O:25])[CH:23]=[CH2:24].CC(O)=O. Product: [Br:1][C:2]1[C:12]2[CH2:13][CH2:24][CH:23]([C:22]([O:26][CH3:27])=[O:25])[C:7](=[O:9])[C:6]=2[CH:5]=[N:4][CH:3]=1. The catalyst class is: 1.